Dataset: Experimentally validated miRNA-target interactions with 360,000+ pairs, plus equal number of negative samples. Task: Binary Classification. Given a miRNA mature sequence and a target amino acid sequence, predict their likelihood of interaction. (1) The miRNA is hsa-miR-335-5p with sequence UCAAGAGCAAUAACGAAAAAUGU. The protein sequence of the target gene is MPVINIEDLTEKDKLKMEVDQLKKEVTLERMLVSKCCEEVRDYVEERSGEDPLVKGIPEDKNPFKELKGGCVIS. Result: 1 (interaction). (2) The miRNA is hsa-miR-1285-5p with sequence GAUCUCACUUUGUUGCCCAGG. The protein sequence of the target gene is MSGNFFIFLLLLVTPGEAKKSFLSFLNIQNTEMLSFTRTEENIVVRSSYKDKQPHSSYLLVKLEDPKVLQVVNVTKTSLAVTDFTVNLKTFPGETNVTLQLWESEGRQTTLIDELKNVRVRVFRQTDDSLLQAPIHVDSSIFLLVLSMILLNKCAFGCKIEFQVLQTVWKRPLPILLGVVIQFFLMPFCGFLLSQILGLPKAQAFGFVMTCTCPGGGGGYLFALLLEGDVTLAILMTCTSTSLALIMMPVNSYFYSRLLGLAGAFHVPVLKIVSTLLFILMPMSTGVIIKHKMPAKAICL.... Result: 0 (no interaction). (3) The miRNA is hsa-miR-34b-3p with sequence CAAUCACUAACUCCACUGCCAU. The protein sequence of the target gene is MGASVSRGRAARVPAPEPEPEEALDLSQLPPELLLVVLSHVPPRTLLGRCRQVCRGWRALVDGQALWLLILARDHGATGRALLHLARSCQSPARNARPCPLGRFCARRPIGRNLIRNPCGQEGLRKWMVQHGGDGWVVEENRTTVPGAPSQTCFVTSFSWCCKKQVLDLEEEGLWPELLDSGRIEICVSDWWGARHDSGCMYRLLVQLLDANQTVLDKFSAVPDPIPQWNNNACLHVTHVFSNIKMGVRFVSFEHRGQDTQFWAGHYGARVTNSSVIVRVRLS. Result: 0 (no interaction). (4) The miRNA is hsa-miR-6879-3p with sequence UGUCACCCGCUCCUUGCCCAG. The protein sequence of the target gene is MAAPRQIPSHIVRLKPSCSTDSSFTRTPVPTVSLASRELPVSSWQVTEPSSKNLWEQICKEYEAEQPPFPEGYKVKQEPVITVAPVEEMLFHGFSAEHYFPVSHFTMISRTPCPQDKSETINPKTCSPKEYLETFIFPVLLPGMASLLHQAKKEKCFERKRTKFIACDFLTEWLYNQNPKRAGEPFTEFFSIPFVEERLKQHPRPPIPLSLLLTEEEAALYIQSFWRACVVRCDPEIQELRQWQKKLREAKHIHQQVKIFWAKQEQKVKCKMEDDAVPAAKMKIPSS. Result: 0 (no interaction). (5) The miRNA is hsa-miR-4441 with sequence ACAGGGAGGAGAUUGUA. The protein sequence of the target gene is MACRGGAGNGHRASATLSRVSPGSLYTCRTRTHNICMVSDFFYPNMGGVESHIYQLSQCLIERGHKVIIVTHAYGNRKGIRYLTSGLKVYYLPLKVMYNQSTATTLFHSLPLLRYIFVRERVTIIHSHSSFSAMAHDALFHAKTMGLQTVFTDHSLFGFADVSSVLTNKLLTVSLCDTNHIICVSYTSKENTVLRAALNPEIVSVIPNAVDPTDFTPDPFRRHDSITIVVVSRLVYRKGIDLLSGIIPELCQKYPDLNFIIGGEGPKRIILEEVRERYQLHDRVRLLGALEHKDVRNVLV.... Result: 0 (no interaction). (6) The protein sequence of the target gene is MLIKQHKQVWWQEQERLKGIRCKLESEIRSCLNEESIGSECFCELMNFEKELSEEWCAYLTAVIDPIQQLRTGLKRWYPTSQSAPCHEGSDATEVLEEVDFVKKQSKAAFERLHQEQWHLEEDLLDLSVKLLDHSSEEKPNLLSEQPMELVTLDCPYPDLKSSILNEFCNFTERYQEKLEDFDLQLEDIRSNFQLSAEEHWTYQAVLDQYPGNLLGRRALYLDMLQRYFPHKSRHHLVEHEKYCDQYHFAREQRRILIDNWSRSRKDFIQKAMLTLLEACAAHEMGSLLAKDRRRQQELC.... The miRNA is hsa-miR-4753-3p with sequence UUCUCUUUCUUUAGCCUUGUGU. Result: 0 (no interaction).